This data is from Catalyst prediction with 721,799 reactions and 888 catalyst types from USPTO. The task is: Predict which catalyst facilitates the given reaction. (1) Reactant: [C@@H:1]1([N:10]2[CH:17]=[CH:16][C:14](=[O:15])[NH:13][C:11]2=[O:12])[O:7][C@H:6]([CH2:8][OH:9])[C@@H:4]([OH:5])[C@@H:2]1[OH:3].[I:18]I.[N+]([O-])(O)=O. Product: [C@@H:1]1([N:10]2[CH:17]=[C:16]([I:18])[C:14](=[O:15])[NH:13][C:11]2=[O:12])[O:7][C@H:6]([CH2:8][OH:9])[C@@H:4]([OH:5])[C@@H:2]1[OH:3]. The catalyst class is: 22. (2) Reactant: Br[C:2]1[N:7]=[C:6]([NH:8][C:9](=[O:14])[C:10]([CH3:13])([CH3:12])[CH3:11])[CH:5]=[CH:4][CH:3]=1.C([Mg]Cl)(C)C.CN(C)[CH:22]=[O:23]. Product: [CH:22]([C:2]1[N:7]=[C:6]([NH:8][C:9](=[O:14])[C:10]([CH3:13])([CH3:12])[CH3:11])[CH:5]=[CH:4][CH:3]=1)=[O:23]. The catalyst class is: 359. (3) Reactant: [O:1]=[C:2]1[NH:8][C:7]2[C:9]3[CH2:10][CH2:11][CH2:12][CH2:13][C:14]=3[CH:15]=[CH:16][C:6]=2[N:5]([C:17]2[CH:22]=[CH:21][C:20]([NH:23][S:24]([C:27]3[CH:32]=[CH:31][CH:30]=[CH:29][C:28]=3[N+:33]([O-:35])=[O:34])(=[O:26])=[O:25])=[CH:19][CH:18]=2)[C:4](=[O:36])[CH2:3]1.CI.[C:39](=O)([O-])[O-].[K+].[K+]. Product: [O:1]=[C:2]1[NH:8][C:7]2[C:9]3[CH2:10][CH2:11][CH2:12][CH2:13][C:14]=3[CH:15]=[CH:16][C:6]=2[N:5]([C:17]2[CH:18]=[CH:19][C:20]([N:23]([CH3:39])[S:24]([C:27]3[CH:32]=[CH:31][CH:30]=[CH:29][C:28]=3[N+:33]([O-:35])=[O:34])(=[O:26])=[O:25])=[CH:21][CH:22]=2)[C:4](=[O:36])[CH2:3]1. The catalyst class is: 9. (4) Reactant: [CH:1]1[N:2]=[CH:3][N:4]2[CH:9]([C:10]3[CH:18]=[CH:17][C:13]([C:14]([OH:16])=[O:15])=[CH:12][CH:11]=3)[CH2:8][CH2:7][CH2:6][C:5]=12. Product: [CH:1]1[N:2]=[CH:3][N:4]2[CH:9]([CH:10]3[CH2:18][CH2:17][CH:13]([C:14]([OH:16])=[O:15])[CH2:12][CH2:11]3)[CH2:8][CH2:7][CH2:6][C:5]=12. The catalyst class is: 15. (5) Product: [CH3:31][O:32][C:33]1[CH:38]=[CH:37][CH:36]=[CH:35][C:34]=1[N:39]([S:40]([C:43]1[CH:48]=[CH:47][CH:46]=[CH:45][C:44]=1[N+:49]([O-:51])=[O:50])(=[O:42])=[O:41])[CH2:6][CH2:7][C@@H:8]1[CH2:13][N:12]([C:14]([O:16][CH2:17][C:18]2[CH:23]=[CH:22][CH:21]=[CH:20][CH:19]=2)=[O:15])[CH2:11][CH2:10][N:9]1[C:24]([O:26][C:27]([CH3:28])([CH3:30])[CH3:29])=[O:25]. The catalyst class is: 6. Reactant: CS(O[CH2:6][CH2:7][C@@H:8]1[CH2:13][N:12]([C:14]([O:16][CH2:17][C:18]2[CH:23]=[CH:22][CH:21]=[CH:20][CH:19]=2)=[O:15])[CH2:11][CH2:10][N:9]1[C:24]([O:26][C:27]([CH3:30])([CH3:29])[CH3:28])=[O:25])(=O)=O.[CH3:31][O:32][C:33]1[CH:38]=[CH:37][CH:36]=[CH:35][C:34]=1[NH:39][S:40]([C:43]1[CH:48]=[CH:47][CH:46]=[CH:45][C:44]=1[N+:49]([O-:51])=[O:50])(=[O:42])=[O:41].C(=O)([O-])[O-].[K+].[K+].CN(C=O)C. (6) Reactant: [Cl:1][C:2]1[CH:3]=[C:4]2[C:9](=[CH:10][CH:11]=1)[N:8]=[CH:7][C:6]([OH:12])=[CH:5]2.O[CH2:14][CH2:15][N:16]1[CH2:21][CH2:20][O:19][CH2:18][CH2:17]1.C1(P(C2C=CC=CC=2)C2C=CC=CC=2)C=CC=CC=1.CC(OC(/N=N/C(OC(C)C)=O)=O)C. Product: [Cl:1][C:2]1[CH:3]=[C:4]2[C:9](=[CH:10][CH:11]=1)[N:8]=[CH:7][C:6]([O:12][CH2:14][CH2:15][N:16]1[CH2:21][CH2:20][O:19][CH2:18][CH2:17]1)=[CH:5]2. The catalyst class is: 1. (7) Reactant: [N+:1]([C:4]1[CH:5]=[C:6]2[N:12]=[C:11]([C:13]([O:15][CH2:16][CH3:17])=[O:14])[S:10][C:7]2=[N:8][CH:9]=1)([O-])=O. Product: [NH2:1][C:4]1[CH:5]=[C:6]2[N:12]=[C:11]([C:13]([O:15][CH2:16][CH3:17])=[O:14])[S:10][C:7]2=[N:8][CH:9]=1. The catalyst class is: 33. (8) Reactant: P(Cl)(Cl)([Cl:3])=O.[CH2:6]([O:8][C:9](=[O:35])[CH2:10][N:11]1[CH2:16][CH2:15][CH:14]([C:17]2[N:25]=[C:24]3[N:19]([C:20](=O)[NH:21][C:22]([C:26]4[CH:31]=[CH:30][C:29]([Cl:32])=[CH:28][C:27]=4[Cl:33])=[CH:23]3)[N:18]=2)[CH2:13][CH2:12]1)[CH3:7]. Product: [CH2:6]([O:8][C:9](=[O:35])[CH2:10][N:11]1[CH2:12][CH2:13][CH:14]([C:17]2[N:25]=[C:24]3[N:19]([C:20]([Cl:3])=[N:21][C:22]([C:26]4[CH:31]=[CH:30][C:29]([Cl:32])=[CH:28][C:27]=4[Cl:33])=[CH:23]3)[N:18]=2)[CH2:15][CH2:16]1)[CH3:7]. The catalyst class is: 572. (9) Reactant: [CH2:1]([NH:8][CH2:9][CH2:10][C:11]1[CH:16]=[CH:15][C:14]([S:17]([C:20]2[CH:30]=[CH:29][C:23]([C:24]([O:26][CH2:27][CH3:28])=[O:25])=[C:22]([OH:31])[CH:21]=2)(=[O:19])=[O:18])=[CH:13][CH:12]=1)[C:2]1[CH:7]=[CH:6][CH:5]=[CH:4][CH:3]=1.[Cl:32][C:33]1[CH:34]=[C:35]([C@@H:39]2[CH2:41][O:40]2)[CH:36]=[CH:37][CH:38]=1. Product: [CH2:1]([N:8]([CH2:41][C@@H:39]([C:35]1[CH:36]=[CH:37][CH:38]=[C:33]([Cl:32])[CH:34]=1)[OH:40])[CH2:9][CH2:10][C:11]1[CH:12]=[CH:13][C:14]([S:17]([C:20]2[CH:30]=[CH:29][C:23]([C:24]([O:26][CH2:27][CH3:28])=[O:25])=[C:22]([OH:31])[CH:21]=2)(=[O:19])=[O:18])=[CH:15][CH:16]=1)[C:2]1[CH:7]=[CH:6][CH:5]=[CH:4][CH:3]=1. The catalyst class is: 8.